This data is from Full USPTO retrosynthesis dataset with 1.9M reactions from patents (1976-2016). The task is: Predict the reactants needed to synthesize the given product. Given the product [C:1]([O:5][C:6]([N:8]1[CH2:12][CH2:11][CH2:10][CH:9]1[CH2:13][N:14]([S:24]([CH3:23])(=[O:26])=[O:25])[CH3:15])=[O:7])([CH3:4])([CH3:3])[CH3:2], predict the reactants needed to synthesize it. The reactants are: [C:1]([O:5][C:6]([N:8]1[CH2:12][CH2:11][CH2:10][CH:9]1[CH2:13][NH:14][CH3:15])=[O:7])([CH3:4])([CH3:3])[CH3:2].C(N(CC)CC)C.[CH3:23][S:24](Cl)(=[O:26])=[O:25].